This data is from Catalyst prediction with 721,799 reactions and 888 catalyst types from USPTO. The task is: Predict which catalyst facilitates the given reaction. (1) Reactant: [NH2:1][CH:2]1[CH2:7][CH2:6][N:5]([CH2:8][CH2:9][N:10]2[C:19]3[C:14](=[CH:15][CH:16]=[C:17]([O:20][CH3:21])[CH:18]=3)[N:13]=[CH:12][C:11]2=[O:22])[CH2:4][CH2:3]1.[O:23]1[C:27]2=[CH:28][N:29]=[C:30]([CH:32]=O)[CH:31]=[C:26]2[CH2:25][CH2:24]1.C(O[BH-](OC(=O)C)OC(=O)C)(=O)C.[Na+].C(O[BH3-])(=O)C.C(=O)(O)[O-].[Na+].C(Cl)(Cl)[Cl:59]. Product: [ClH:59].[ClH:59].[O:23]1[C:27]2=[CH:28][N:29]=[C:30]([CH2:32][NH:1][CH:2]3[CH2:3][CH2:4][N:5]([CH2:8][CH2:9][N:10]4[C:19]5[C:14](=[CH:15][CH:16]=[C:17]([O:20][CH3:21])[CH:18]=5)[N:13]=[CH:12][C:11]4=[O:22])[CH2:6][CH2:7]3)[CH:31]=[C:26]2[CH2:25][CH2:24]1. The catalyst class is: 5. (2) Reactant: [CH3:1][N:2]1[C:10](=[O:11])[C:9]2[NH:8][C:7]([S:12][CH:13]([CH2:19][CH3:20])[C:14]([O:16][CH2:17][CH3:18])=[O:15])=[N:6][C:5]=2[N:4]([CH3:21])[C:3]1=[O:22].C(=O)([O-])[O-].[K+].[K+].Br[C:30]1[CH:35]=[CH:34][C:33]([CH2:36]Br)=[CH:32][CH:31]=1.O. Product: [CH2:36]([N:8]1[C:9]2[C:10](=[O:11])[N:2]([CH3:1])[C:3](=[O:22])[N:4]([CH3:21])[C:5]=2[N:6]=[C:7]1[S:12][CH:13]([CH2:19][CH3:20])[C:14]([O:16][CH2:17][CH3:18])=[O:15])[C:33]1[CH:34]=[CH:35][CH:30]=[CH:31][CH:32]=1. The catalyst class is: 3. (3) Reactant: C[C:2]([NH2:8])=[N+:3]([CH2:5][CH2:6][OH:7])[CH3:4].CC(N)=[N+:11](CCO)C.[O-]S([O-])(=O)=O.S(=O)(=O)(O)O.[O:27]=[P:28]12[O:39]P3([O:39][P:28]([O:29][P:28]([O:39]3)([O:29]1)=[O:27])(=[O:27])[O:29]2)=O.O. Product: [CH3:4][N:3]([C:2]([NH2:8])=[NH:11])[CH2:5][CH2:6][O:7][P:28]([OH:39])([OH:29])=[O:27]. The catalyst class is: 131. (4) Reactant: Br[C:2]1[CH:7]=[C:6]([F:8])[CH:5]=[C:4]([F:9])[C:3]=1[F:10].N#N.[CH3:13][CH2:14][OH:15].[Li][CH:17](CC)C.C1CCCCC1.B(F)(F)F.C(OCC)C. Product: [F:10][C:3]1[C:4]([F:9])=[CH:5][C:6]([F:8])=[CH:7][C:2]=1[CH2:13][C@H:14]([OH:15])[CH3:17]. The catalyst class is: 1. (5) Reactant: Br[C:2]1[N:3]=[C:4]2[C:10]([C:11](=[O:16])[C:12]([CH3:15])([CH3:14])[CH3:13])=[CH:9][N:8](COCC[Si](C)(C)C)[C:5]2=[N:6][CH:7]=1.[C:25]1([S:31]([NH2:34])(=[O:33])=[O:32])[CH:30]=[CH:29][CH:28]=[CH:27][CH:26]=1.CN(C)CC(O)=O.[O-]P([O-])([O-])=O.[K+].[K+].[K+]. Product: [CH3:15][C:12]([CH3:13])([CH3:14])[C:11]([C:10]1[C:4]2[C:5](=[N:6][CH:7]=[C:2]([NH:34][S:31]([C:25]3[CH:30]=[CH:29][CH:28]=[CH:27][CH:26]=3)(=[O:33])=[O:32])[N:3]=2)[NH:8][CH:9]=1)=[O:16]. The catalyst class is: 580. (6) Reactant: [CH:1]1([NH:7][C:8]2[CH:17]=[C:16]3[C:11]([C:12](=[O:22])[C:13]([OH:21])=[CH:14][N:15]3[CH:18]([CH3:20])[CH3:19])=[CH:10][C:9]=2[F:23])[CH2:6][CH2:5][CH2:4][CH2:3][CH2:2]1.C(=O)([O-])[O-].[K+].[K+].Br[CH2:31][C:32]([O:34][CH2:35][CH3:36])=[O:33].[Cl-].[NH4+]. Product: [CH:1]1([NH:7][C:8]2[CH:17]=[C:16]3[C:11]([C:12](=[O:22])[C:13]([O:21][CH2:31][C:32]([O:34][CH2:35][CH3:36])=[O:33])=[CH:14][N:15]3[CH:18]([CH3:20])[CH3:19])=[CH:10][C:9]=2[F:23])[CH2:2][CH2:3][CH2:4][CH2:5][CH2:6]1. The catalyst class is: 3. (7) Reactant: S(Cl)(Cl)=O.[CH3:5][C:6]([CH3:31])([CH2:10][C:11]([NH:13][C:14]1[CH:15]=[N:16][C:17]([O:20][C:21](=[O:30])[N:22]([CH3:29])[C:23]2[CH:28]=[CH:27][CH:26]=[CH:25][CH:24]=2)=[CH:18][CH:19]=1)=[O:12])[C:7](O)=[O:8].N1C=CC=CC=1. Product: [CH3:5][C:6]1([CH3:31])[CH2:10][C:11](=[O:12])[N:13]([C:14]2[CH:19]=[CH:18][C:17]([O:20][C:21](=[O:30])[N:22]([CH3:29])[C:23]3[CH:28]=[CH:27][CH:26]=[CH:25][CH:24]=3)=[N:16][CH:15]=2)[C:7]1=[O:8]. The catalyst class is: 4. (8) Reactant: Br[C:2]1[CH:7]=[CH:6][C:5]([O:8][CH:9]2[CH2:14][CH2:13][CH2:12][CH2:11][CH2:10]2)=[CH:4][CH:3]=1.[CH:15]1([C:21]([CH3:23])=[O:22])[CH2:20][CH2:19][CH2:18][CH2:17][CH2:16]1.C1C=CC(P(C2C=CC3C(=CC=CC=3)C=2C2C3C(=CC=CC=3)C=CC=2P(C2C=CC=CC=2)C2C=CC=CC=2)C2C=CC=CC=2)=CC=1.CC(C)([O-])C.[K+]. Product: [CH:15]1([C:21](=[O:22])[CH2:23][C:2]2[CH:7]=[CH:6][C:5]([O:8][CH:9]3[CH2:14][CH2:13][CH2:12][CH2:11][CH2:10]3)=[CH:4][CH:3]=2)[CH2:20][CH2:19][CH2:18][CH2:17][CH2:16]1. The catalyst class is: 110. (9) Reactant: [N:1]([C:4]1[CH:11]=[CH:10][C:7]([C:8]#[N:9])=[C:6]([C:12]([F:15])([F:14])[F:13])[CH:5]=1)=[C:2]=[S:3].[CH3:16][NH:17][C:18](=[O:33])[C:19]1[CH:24]=[CH:23][C:22]([NH:25][C:26]2([C:30]#N)[CH2:29][CH2:28][CH2:27]2)=[CH:21][C:20]=1[F:32].[OH2:34]. Product: [CH3:16][NH:17][C:18]([C:19]1[CH:24]=[CH:23][C:22]([N:25]2[C:26]3([CH2:29][CH2:28][CH2:27]3)[C:30](=[O:34])[N:1]([C:4]3[CH:11]=[CH:10][C:7]([C:8]#[N:9])=[C:6]([C:12]([F:13])([F:15])[F:14])[CH:5]=3)[C:2]2=[S:3])=[CH:21][C:20]=1[F:32])=[O:33]. The catalyst class is: 9. (10) Product: [CH2:1]([O:3][C:4]([N:6]1[CH2:7][CH2:8][N:9]([C:12](=[O:46])[C@@H:13]([NH2:38])[CH2:14][CH2:15][CH2:16][NH:17]/[C:18](/[NH2:37])=[N:19]/[S:20]([C:23]2[C:24]([CH3:36])=[C:25]([CH3:35])[C:26]3[O:30][C:29]([CH3:31])([CH3:32])[CH2:28][C:27]=3[C:33]=2[CH3:34])(=[O:22])=[O:21])[CH2:10][CH2:11]1)=[O:5])[CH3:2]. The catalyst class is: 4. Reactant: [CH2:1]([O:3][C:4]([N:6]1[CH2:11][CH2:10][N:9]([C:12](=[O:46])[C@@H:13]([NH:38]C(OC(C)(C)C)=O)[CH2:14][CH2:15][CH2:16][NH:17]/[C:18](/[NH2:37])=[N:19]/[S:20]([C:23]2[C:24]([CH3:36])=[C:25]([CH3:35])[C:26]3[O:30][C:29]([CH3:32])([CH3:31])[CH2:28][C:27]=3[C:33]=2[CH3:34])(=[O:22])=[O:21])[CH2:8][CH2:7]1)=[O:5])[CH3:2].Cl.O1CCOCC1.